This data is from Forward reaction prediction with 1.9M reactions from USPTO patents (1976-2016). The task is: Predict the product of the given reaction. (1) Given the reactants Br[CH2:2][CH2:3][CH2:4][O:5][C:6]1[CH:7]=[CH:8][C:9]2[C:10](=[O:21])[C:11]3[C:16]([C:17](=[O:20])[C:18]=2[CH:19]=1)=[CH:15][CH:14]=[CH:13][CH:12]=3.[CH2:22]([NH:24][CH2:25][CH3:26])[CH3:23], predict the reaction product. The product is: [CH2:22]([N:24]([CH2:25][CH3:26])[CH2:2][CH2:3][CH2:4][O:5][C:6]1[CH:7]=[CH:8][C:9]2[C:10](=[O:21])[C:11]3[C:16]([C:17](=[O:20])[C:18]=2[CH:19]=1)=[CH:15][CH:14]=[CH:13][CH:12]=3)[CH3:23]. (2) Given the reactants [Cl:1][C:2]1[N:7]=[N:6][C:5]([NH:8][CH:9]2[CH2:14][C:13]([CH3:16])([CH3:15])[N:12]([CH3:17])[C:11]([CH3:19])([CH3:18])[CH2:10]2)=[CH:4][CH:3]=1.[H-].[Na+].[CH3:22]I, predict the reaction product. The product is: [Cl:1][C:2]1[N:7]=[N:6][C:5]([N:8]([CH3:22])[CH:9]2[CH2:14][C:13]([CH3:15])([CH3:16])[N:12]([CH3:17])[C:11]([CH3:19])([CH3:18])[CH2:10]2)=[CH:4][CH:3]=1. (3) Given the reactants [N:1]1([CH:6]([CH3:10])[CH2:7][CH2:8][OH:9])[CH2:5][CH2:4][CH2:3][CH2:2]1.[N+:11]([C:14]1[CH:19]=[CH:18][C:17](F)=[CH:16][CH:15]=1)([O-])=O, predict the reaction product. The product is: [N:1]1([CH:6]([CH3:10])[CH2:7][CH2:8][O:9][C:17]2[CH:18]=[CH:19][C:14]([NH2:11])=[CH:15][CH:16]=2)[CH2:5][CH2:4][CH2:3][CH2:2]1. (4) The product is: [F:1][C:2]1[CH:3]=[N:4][C:5]([C:8]2[CH:13]=[CH:12][C:11]([N:14]3[CH2:15][CH2:16][N:17]([C:20](=[O:65])[CH2:21][N:22]4[CH2:26][CH2:25][CH:24]([C:27]5[N:36]=[CH:35][C:34]6[CH:33]=[C:32]7[NH:37][N:38]=[C:39]([C:40]8[CH:41]=[CH:42][N:43]=[CH:44][CH:45]=8)[C:31]7=[CH:30][C:29]=6[N:28]=5)[CH2:23]4)[CH2:18][CH2:19]3)=[CH:10][CH:9]=2)=[N:6][CH:7]=1. Given the reactants [F:1][C:2]1[CH:3]=[N:4][C:5]([C:8]2[CH:13]=[CH:12][C:11]([N:14]3[CH2:19][CH2:18][N:17]([C:20](=[O:65])[CH2:21][N:22]4[CH2:26][CH2:25][CH:24]([C:27]5[N:36]=[CH:35][C:34]6[CH:33]=[C:32]7[N:37](C(C8C=CC=CC=8)(C8C=CC=CC=8)C8C=CC=CC=8)[N:38]=[C:39]([C:40]8[CH:45]=[CH:44][N:43]=[CH:42][CH:41]=8)[C:31]7=[CH:30][C:29]=6[N:28]=5)[CH2:23]4)[CH2:16][CH2:15]3)=[CH:10][CH:9]=2)=[N:6][CH:7]=1.FC(F)(F)C(O)=O, predict the reaction product.